Dataset: Peptide-MHC class I binding affinity with 185,985 pairs from IEDB/IMGT. Task: Regression. Given a peptide amino acid sequence and an MHC pseudo amino acid sequence, predict their binding affinity value. This is MHC class I binding data. (1) The peptide sequence is MQDGRFDGI. The MHC is HLA-A69:01 with pseudo-sequence HLA-A69:01. The binding affinity (normalized) is 0.196. (2) The peptide sequence is ECANLLLQY. The MHC is HLA-A23:01 with pseudo-sequence HLA-A23:01. The binding affinity (normalized) is 0.0698. (3) The peptide sequence is ERYFRIHSL. The MHC is HLA-B08:01 with pseudo-sequence HLA-B08:01. The binding affinity (normalized) is 0.823. (4) The peptide sequence is GMGVTYLAL. The MHC is H-2-Kb with pseudo-sequence H-2-Kb. The binding affinity (normalized) is 0.579. (5) The peptide sequence is RPPIFIRRL. The MHC is HLA-A02:02 with pseudo-sequence HLA-A02:02. The binding affinity (normalized) is 0.00577. (6) The peptide sequence is YPARVKCAL. The MHC is BoLA-AW10 with pseudo-sequence BoLA-AW10. The binding affinity (normalized) is 0.0641. (7) The peptide sequence is RHVMLPREL. The MHC is Mamu-B1001 with pseudo-sequence YTEMYEQNSANTHVDTAYLTYHYYTWAERAYRWY. The binding affinity (normalized) is 0.836.